Dataset: Full USPTO retrosynthesis dataset with 1.9M reactions from patents (1976-2016). Task: Predict the reactants needed to synthesize the given product. (1) The reactants are: [CH3:1][C:2]1([CH3:25])[O:6][CH:5]([CH2:7][C:8]2[CH:9]=[C:10]([CH2:16][C:17]([N:19]3[CH2:24][CH2:23][CH2:22][CH2:21][CH2:20]3)=O)[CH:11]=[CH:12][C:13]=2[O:14][CH3:15])[CH2:4][O:3]1.C1([SiH2]C2C=CC=CC=2)C=CC=CC=1. Given the product [CH3:1][C:2]1([CH3:25])[O:6][CH:5]([CH2:7][C:8]2[CH:9]=[C:10]([CH2:16][CH2:17][N:19]3[CH2:24][CH2:23][CH2:22][CH2:21][CH2:20]3)[CH:11]=[CH:12][C:13]=2[O:14][CH3:15])[CH2:4][O:3]1, predict the reactants needed to synthesize it. (2) Given the product [O:3]=[C:4]1[CH:9]=[C:8]([C:10]2[CH:11]=[CH:12][CH:13]=[CH:14][CH:15]=2)[O:7][C:6]2[C:16]([C:19]([OH:21])=[O:20])=[CH:17][S:18][C:5]1=2, predict the reactants needed to synthesize it. The reactants are: [OH-].[Na+].[O:3]=[C:4]1[CH:9]=[C:8]([C:10]2[CH:15]=[CH:14][CH:13]=[CH:12][CH:11]=2)[O:7][C:6]2[C:16]([C:19]([O:21]C)=[O:20])=[CH:17][S:18][C:5]1=2.